Task: Predict which catalyst facilitates the given reaction.. Dataset: Catalyst prediction with 721,799 reactions and 888 catalyst types from USPTO (1) Reactant: [CH2:1]([N:8]1[CH2:12][C@@H:11]([NH:13][S:14]([C:17]2[CH:22]=[CH:21][C:20]([N+:23]([O-:25])=[O:24])=[CH:19][CH:18]=2)(=[O:16])=[O:15])[C@H:10]([NH:26][C:27](=[O:33])[O:28][C:29]([CH3:32])([CH3:31])[CH3:30])[CH2:9]1)[C:2]1[CH:7]=[CH:6][CH:5]=[CH:4][CH:3]=1.[CH2:34](Br)[CH2:35][CH:36]([CH3:38])[CH3:37].C([O-])([O-])=O.[K+].[K+]. Product: [CH2:1]([N:8]1[CH2:12][C@@H:11]([N:13]([CH2:34][CH2:35][CH:36]([CH3:38])[CH3:37])[S:14]([C:17]2[CH:22]=[CH:21][C:20]([N+:23]([O-:25])=[O:24])=[CH:19][CH:18]=2)(=[O:16])=[O:15])[C@H:10]([NH:26][C:27](=[O:33])[O:28][C:29]([CH3:30])([CH3:32])[CH3:31])[CH2:9]1)[C:2]1[CH:3]=[CH:4][CH:5]=[CH:6][CH:7]=1. The catalyst class is: 18. (2) Reactant: [NH2:1][C:2]1[CH:11]=[CH:10][C:5]([C:6]([O:8][CH3:9])=[O:7])=[CH:4][CH:3]=1.Cl.Cl[C:14]1[CH:19]=[C:18]([C:20]2[CH:25]=[CH:24][CH:23]=[C:22]([Cl:26])[CH:21]=2)[N:17]=[C:16]2[CH2:27][CH2:28][CH2:29][C:15]=12. Product: [Cl:26][C:22]1[CH:21]=[C:20]([C:18]2[N:17]=[C:16]3[CH2:27][CH2:28][CH2:29][C:15]3=[C:14]([NH:1][C:2]3[CH:3]=[CH:4][C:5]([C:6]([O:8][CH3:9])=[O:7])=[CH:10][CH:11]=3)[CH:19]=2)[CH:25]=[CH:24][CH:23]=1. The catalyst class is: 138. (3) Reactant: [CH:1]1[C:10]2[C:5](=[CH:6][CH:7]=[CH:8][CH:9]=2)[CH:4]=[CH:3][C:2]=1[SH:11].[OH:12][C@@H:13]1[C:17]([CH3:19])([CH3:18])[CH2:16][O:15][C:14]1=[O:20].C(=O)([O-])[O-].[K+].[K+].Cl. Product: [OH:12][C@H:13]([C:17]([CH3:19])([CH3:18])[CH2:16][S:11][C:2]1[CH:3]=[CH:4][C:5]2[C:10](=[CH:9][CH:8]=[CH:7][CH:6]=2)[CH:1]=1)[C:14]([OH:20])=[O:15]. The catalyst class is: 3. (4) Reactant: C(OP([CH2:9][C:10]1[CH:19]=[CH:18][C:13]([C:14]([O:16][CH3:17])=[O:15])=[CH:12][CH:11]=1)(OCC)=O)C.C[Si]([N-][Si](C)(C)C)(C)C.[Li+].[CH:30]([C@@H:32]1[CH2:36][CH2:35][CH2:34][N:33]1[C:37]([O:39][C:40]([CH3:43])([CH3:42])[CH3:41])=[O:38])=O. Product: [CH3:17][O:16][C:14]([C:13]1[CH:12]=[CH:11][C:10](/[CH:9]=[CH:30]/[C@@H:32]2[CH2:36][CH2:35][CH2:34][N:33]2[C:37]([O:39][C:40]([CH3:41])([CH3:43])[CH3:42])=[O:38])=[CH:19][CH:18]=1)=[O:15]. The catalyst class is: 1. (5) Reactant: [CH3:1][C:2]1([CH3:32])[O:7][C:6]2[CH:8]=[CH:9][C:10]([C@H:12]3[O:16][C:15](=[O:17])[N:14]([CH2:18][CH2:19][C:20]4[CH:31]=[CH:30][C:23]5[O:24][CH2:25][C@@H:26]([CH2:28][OH:29])[O:27][C:22]=5[CH:21]=4)[CH2:13]3)=[CH:11][C:5]=2[CH2:4][O:3]1.[H-].[Na+].Br[CH2:36][C:37]1[CH:42]=[CH:41][CH:40]=[C:39]([S:43][CH:44]2[CH2:48][CH2:47][CH2:46][CH2:45]2)[CH:38]=1. Product: [CH:44]1([S:43][C:39]2[CH:38]=[C:37]([CH:42]=[CH:41][CH:40]=2)[CH2:36][O:29][CH2:28][C@@H:26]2[CH2:25][O:24][C:23]3[CH:30]=[CH:31][C:20]([CH2:19][CH2:18][N:14]4[CH2:13][C@@H:12]([C:10]5[CH:9]=[CH:8][C:6]6[O:7][C:2]([CH3:32])([CH3:1])[O:3][CH2:4][C:5]=6[CH:11]=5)[O:16][C:15]4=[O:17])=[CH:21][C:22]=3[O:27]2)[CH2:45][CH2:46][CH2:47][CH2:48]1. The catalyst class is: 3.